This data is from Catalyst prediction with 721,799 reactions and 888 catalyst types from USPTO. The task is: Predict which catalyst facilitates the given reaction. (1) Reactant: [CH3:1][O-:2].[Na+].[C:4]([C:6]1[C:14]2[C:9](=[N:10][CH:11]=[CH:12][CH:13]=2)[N:8]([CH2:15][C:16]2[CH:21]=[CH:20][CH:19]=[CH:18][C:17]=2[F:22])[N:7]=1)#[N:5]. Product: [F:22][C:17]1[CH:18]=[CH:19][CH:20]=[CH:21][C:16]=1[CH2:15][N:8]1[C:9]2=[N:10][CH:11]=[CH:12][CH:13]=[C:14]2[C:6]([C:4](=[NH:5])[O:2][CH3:1])=[N:7]1. The catalyst class is: 5. (2) Product: [CH2:4]1[C:5]2([CH2:7][CH2:8][NH:9][CH2:10][CH2:11]2)[CH2:6][CH:3]1[C:1]#[N:2]. Reactant: [C:1]([CH:3]1[CH2:6][C:5]2([CH2:11][CH2:10][N:9](C(OC(C)(C)C)=O)[CH2:8][CH2:7]2)[CH2:4]1)#[N:2]. The catalyst class is: 67. (3) Reactant: [CH:1]([C:3]1[CH:4]=[N:5][N:6]2[CH:11]=[CH:10][C:9]([C:12]3[CH:13]=[C:14]([CH:18]=[CH:19][CH:20]=3)[C:15]([O-:17])=[O:16])=[N:8][C:7]=12)=O.[S:21]1[CH2:25][C:24](=[O:26])[NH:23][C:22]1=[O:27].N1CCCC[CH2:29]1. Product: [O:27]=[C:22]1[NH:23][C:24](=[O:26])[C:25](=[CH:1][C:3]2[CH:4]=[N:5][N:6]3[CH:11]=[CH:10][C:9]([C:12]4[CH:13]=[C:14]([CH:18]=[CH:19][CH:20]=4)[C:15]([O:17][CH3:29])=[O:16])=[N:8][C:7]=23)[S:21]1. The catalyst class is: 14. (4) Reactant: [Cl:1][C:2]1[CH:19]=[C:18](/[CH:20]=[CH:21]/[CH:22]([C:27]2[CH:32]=[C:31]([Cl:33])[CH:30]=[C:29]([Cl:34])[CH:28]=2)[C:23]([F:26])([F:25])[F:24])[CH:17]=[CH:16][C:3]=1[CH2:4][N:5]1C(=O)C2C(=CC=CC=2)C1=O.O.NN. Product: [Cl:1][C:2]1[CH:19]=[C:18](/[CH:20]=[CH:21]/[CH:22]([C:27]2[CH:28]=[C:29]([Cl:34])[CH:30]=[C:31]([Cl:33])[CH:32]=2)[C:23]([F:25])([F:26])[F:24])[CH:17]=[CH:16][C:3]=1[CH2:4][NH2:5]. The catalyst class is: 14.